Dataset: Forward reaction prediction with 1.9M reactions from USPTO patents (1976-2016). Task: Predict the product of the given reaction. (1) Given the reactants [C:1]([O:5][C:6]([N:8]([CH3:59])[C@@H:9]([CH3:58])[C:10]([NH:12][C@H:13]([C:33](=[O:57])[N:34]1[C@H:43]([C:44](=[O:56])[NH:45][C@H:46]2[C:55]3[C:50](=[CH:51][CH:52]=[CH:53][CH:54]=3)[CH2:49][CH2:48][CH2:47]2)[CH2:42][C:41]2[C:36](=[CH:37][CH:38]=[CH:39][CH:40]=2)[CH2:35]1)[CH2:14][C:15]1[CH:32]=[CH:31][C:18]([O:19][CH2:20][C:21]2[CH:30]=[CH:29][C:24]([C:25]([O:27]C)=[O:26])=[CH:23][CH:22]=2)=[CH:17][CH:16]=1)=[O:11])=[O:7])([CH3:4])([CH3:3])[CH3:2].[OH-].[Na+].CCOC(C)=O.Cl, predict the reaction product. The product is: [C:1]([O:5][C:6]([N:8]([CH3:59])[C@@H:9]([CH3:58])[C:10]([NH:12][C@H:13]([C:33](=[O:57])[N:34]1[C@H:43]([C:44](=[O:56])[NH:45][C@H:46]2[C:55]3[C:50](=[CH:51][CH:52]=[CH:53][CH:54]=3)[CH2:49][CH2:48][CH2:47]2)[CH2:42][C:41]2[C:36](=[CH:37][CH:38]=[CH:39][CH:40]=2)[CH2:35]1)[CH2:14][C:15]1[CH:16]=[CH:17][C:18]([O:19][CH2:20][C:21]2[CH:30]=[CH:29][C:24]([C:25]([OH:27])=[O:26])=[CH:23][CH:22]=2)=[CH:31][CH:32]=1)=[O:11])=[O:7])([CH3:3])([CH3:4])[CH3:2]. (2) Given the reactants [CH3:1][C:2]1([CH2:9][S:10]([Cl:13])(=[O:12])=[O:11])[C:6](=[O:7])[NH:5][C:4](=[O:8])[NH:3]1.[CH2:14](CC(=S)C)C1C=CC=CC=1.C(SCC(=O)CC)C1C=CC=CC=1, predict the reaction product. The product is: [CH2:1]([C:2]1([CH2:9][S:10]([Cl:13])(=[O:12])=[O:11])[C:6](=[O:7])[NH:5][C:4](=[O:8])[NH:3]1)[CH3:14]. (3) Given the reactants C([O:8][C:9]1[CH:23]=[CH:22][C:12]([CH2:13][C@@H:14]2[O:18][C:17]([CH3:20])([CH3:19])[O:16][C:15]2=O)=[CH:11][CH:10]=1)C1C=CC=CC=1, predict the reaction product. The product is: [OH:8][C:9]1[CH:23]=[CH:22][C:12]([CH2:13][C@@H:14]2[O:18][C:17]([CH3:20])([CH3:19])[O:16][CH2:15]2)=[CH:11][CH:10]=1. (4) The product is: [C:12]([O:11][C:9]([NH:1][C:2]1[CH:7]=[CH:6][CH:5]=[C:4]([OH:8])[CH:3]=1)=[O:10])([CH3:15])([CH3:14])[CH3:13]. Given the reactants [NH2:1][C:2]1[CH:7]=[CH:6][CH:5]=[C:4]([OH:8])[CH:3]=1.[C:9](O[C:9]([O:11][C:12]([CH3:15])([CH3:14])[CH3:13])=[O:10])([O:11][C:12]([CH3:15])([CH3:14])[CH3:13])=[O:10], predict the reaction product. (5) Given the reactants [NH2:1][C:2]1[CH:3]=[C:4]2[C:9](=[CH:10][CH:11]=1)[N:8]=[CH:7][C:6]([C:12]#[N:13])=[C:5]2[NH:14][C:15]1[CH:20]=[CH:19][C:18]([F:21])=[C:17]([Cl:22])[CH:16]=1.[CH3:23][S:24]([C:27]1[CH:28]=[C:29]([CH:32]=[CH:33][CH:34]=1)[CH:30]=O)(=[O:26])=[O:25].[BH3-]C#N.[Na+], predict the reaction product. The product is: [CH3:23][S:24]([C:27]1[CH:28]=[C:29]([CH:32]=[CH:33][CH:34]=1)[CH2:30][NH:1][C:2]1[CH:3]=[C:4]2[C:9](=[CH:10][CH:11]=1)[N:8]=[CH:7][C:6]([C:12]#[N:13])=[C:5]2[NH:14][C:15]1[CH:20]=[CH:19][C:18]([F:21])=[C:17]([Cl:22])[CH:16]=1)(=[O:25])=[O:26]. (6) Given the reactants Cl[C:2]1[C:11]2[C:6](=[CH:7][C:8]([O:22][CH3:23])=[C:9]([O:12][CH2:13][CH2:14][CH2:15][N:16]3[CH2:21][CH2:20][O:19][CH2:18][CH2:17]3)[CH:10]=2)[N:5]=[CH:4][CH:3]=1.[F:24][C:25]1[CH:30]=[C:29]([N+:31]([O-:33])=[O:32])[CH:28]=[CH:27][C:26]=1[OH:34], predict the reaction product. The product is: [F:24][C:25]1[CH:30]=[C:29]([N+:31]([O-:33])=[O:32])[CH:28]=[CH:27][C:26]=1[O:34][C:2]1[C:11]2[C:6](=[CH:7][C:8]([O:22][CH3:23])=[C:9]([O:12][CH2:13][CH2:14][CH2:15][N:16]3[CH2:21][CH2:20][O:19][CH2:18][CH2:17]3)[CH:10]=2)[N:5]=[CH:4][CH:3]=1.